Dataset: Full USPTO retrosynthesis dataset with 1.9M reactions from patents (1976-2016). Task: Predict the reactants needed to synthesize the given product. (1) Given the product [NH2:19][C:17]1[CH:16]=[CH:15][C:12]([C:13]#[N:14])=[C:11]([N:7]2[CH:8]=[CH:9][N:10]=[C:6]2[CH:2]2[O:3][CH2:4][CH2:5][O:1]2)[CH:18]=1, predict the reactants needed to synthesize it. The reactants are: [O:1]1[CH2:5][CH2:4][O:3][CH:2]1[CH:6]1[NH:10][CH2:9][CH2:8][N:7]1[C:11]1[CH:18]=[C:17]([N+:19]([O-])=O)[CH:16]=[CH:15][C:12]=1[C:13]#[N:14]. (2) Given the product [NH2:17][C:11]1[C:10]([C:8]([C:5]2[CH:6]=[CH:7][C:2]([F:1])=[CH:3][CH:4]=2)=[O:9])=[CH:15][CH:14]=[CH:13][N:12]=1, predict the reactants needed to synthesize it. The reactants are: [F:1][C:2]1[CH:7]=[CH:6][C:5]([C:8]([C:10]2[C:11](F)=[N:12][CH:13]=[CH:14][CH:15]=2)=[O:9])=[CH:4][CH:3]=1.[NH3:17]. (3) Given the product [CH:27]([C:23]1[CH:22]=[C:21]([C@@H:19]([NH:18][C:16]([C:14]2[CH:13]=[CH:12][C:11]3[N:7]([CH2:6][C:5]4[CH:30]=[CH:31][C:2]([B:35]5[O:36][C:37]([CH3:39])([CH3:38])[C:33]([CH3:49])([CH3:32])[O:34]5)=[CH:3][CH:4]=4)[CH:8]=[N:9][C:10]=3[CH:15]=2)=[O:17])[CH3:20])[CH:26]=[CH:25][CH:24]=1)([CH3:29])[CH3:28], predict the reactants needed to synthesize it. The reactants are: Br[C:2]1[CH:31]=[CH:30][C:5]([CH2:6][N:7]2[C:11]3[CH:12]=[CH:13][C:14]([C:16]([NH:18][C@H:19]([C:21]4[CH:26]=[CH:25][CH:24]=[C:23]([CH:27]([CH3:29])[CH3:28])[CH:22]=4)[CH3:20])=[O:17])=[CH:15][C:10]=3[N:9]=[CH:8]2)=[CH:4][CH:3]=1.[CH3:32][C:33]1([CH3:49])[C:37]([CH3:39])([CH3:38])[O:36][B:35]([B:35]2[O:36][C:37]([CH3:39])([CH3:38])[C:33]([CH3:49])([CH3:32])[O:34]2)[O:34]1.COC1C=CC=C(OC)C=1C1C=CC=CC=1P(C1CCCCC1)C1CCCCC1.CC([O-])=O.[K+]. (4) Given the product [C:21]([C:20]1[CH:23]=[CH:24][C:17]([C:9]2[CH:10]=[C:11]3[N:16]([CH:26]4[CH2:31][CH2:30][N:29]([C:32]([O:34][C:35]([CH3:38])([CH3:37])[CH3:36])=[O:33])[CH2:28][CH2:27]4)[N:15]=[CH:14][C:12]3=[N:13][C:8]=2[C:5]2[CH:4]=[CH:3][C:2]([CH3:1])=[CH:7][CH:6]=2)=[CH:18][CH:19]=1)#[N:22], predict the reactants needed to synthesize it. The reactants are: [CH3:1][C:2]1[CH:7]=[CH:6][C:5]([C:8]2[N:13]=[C:12]3[CH:14]=[N:15][NH:16][C:11]3=[CH:10][C:9]=2[C:17]2[CH:24]=[CH:23][C:20]([C:21]#[N:22])=[CH:19][CH:18]=2)=[CH:4][CH:3]=1.Br[CH:26]1[CH2:31][CH2:30][N:29]([C:32]([O:34][C:35]([CH3:38])([CH3:37])[CH3:36])=[O:33])[CH2:28][CH2:27]1.C([O-])([O-])=O.[Cs+].[Cs+]. (5) Given the product [Br:8][C:7]1[C:2]2[N:3]([CH:14]=[C:15]([CH3:16])[N:1]=2)[CH:4]=[C:5]([C:9]([O:11][CH3:12])=[O:10])[N:6]=1, predict the reactants needed to synthesize it. The reactants are: [NH2:1][C:2]1[N:3]=[CH:4][C:5]([C:9]([O:11][CH3:12])=[O:10])=[N:6][C:7]=1[Br:8].Br[CH2:14][C:15](=O)[CH3:16]. (6) Given the product [C:19]([O:22][C@H:23]([C:96]1[CH:101]=[CH:100][C:99]([F:102])=[CH:98][CH:97]=1)[CH2:24][CH2:25][C@H:26]1[C:29](=[O:30])[N:28]([C:31]2[CH:36]=[CH:35][C:34]([F:37])=[CH:33][CH:32]=2)[C@@H:27]1[C:38]1[CH:39]=[CH:40][C:41]([O:44][C@@H:45]2[O:76][C@H:75]([CH2:77][OH:78])[C@@H:64]([O:65][CH2:66][C:67]3[CH:68]=[CH:69][C:70]([O:73][CH3:74])=[CH:71][CH:72]=3)[C@H:55]([O:56][CH2:57][C:58]3[CH:63]=[CH:62][CH:61]=[CH:60][CH:59]=3)[C@H:46]2[O:47][CH2:48][C:49]2[CH:54]=[CH:53][CH:52]=[CH:51][CH:50]=2)=[CH:42][CH:43]=1)(=[O:21])[CH3:20], predict the reactants needed to synthesize it. The reactants are: CCCC[N+](CCCC)(CCCC)CCCC.[F-].[C:19]([O:22][C@H:23]([C:96]1[CH:101]=[CH:100][C:99]([F:102])=[CH:98][CH:97]=1)[CH2:24][CH2:25][C@H:26]1[C:29](=[O:30])[N:28]([C:31]2[CH:36]=[CH:35][C:34]([F:37])=[CH:33][CH:32]=2)[C@@H:27]1[C:38]1[CH:43]=[CH:42][C:41]([O:44][C@@H:45]2[O:76][C@H:75]([CH2:77][O:78][Si](C(C)(C)C)(C3C=CC=CC=3)C3C=CC=CC=3)[C@@H:64]([O:65][CH2:66][C:67]3[CH:72]=[CH:71][C:70]([O:73][CH3:74])=[CH:69][CH:68]=3)[C@H:55]([O:56][CH2:57][C:58]3[CH:63]=[CH:62][CH:61]=[CH:60][CH:59]=3)[C@H:46]2[O:47][CH2:48][C:49]2[CH:54]=[CH:53][CH:52]=[CH:51][CH:50]=2)=[CH:40][CH:39]=1)(=[O:21])[CH3:20].C1COCC1. (7) Given the product [CH3:13][O:14][C:15]1[CH:22]=[CH:21][CH:20]=[C:19]([O:23][CH3:24])[C:16]=1[CH:17]1[N:12]([CH2:11][C:2]2[CH:3]=[CH:4][C:5]3[C:10](=[CH:9][CH:8]=[CH:7][CH:6]=3)[CH:1]=2)[C:15](=[O:14])[CH2:16][CH2:19][CH2:20]1, predict the reactants needed to synthesize it. The reactants are: [CH:1]1[C:10]2[C:5](=[CH:6][CH:7]=[CH:8][CH:9]=2)[CH:4]=[CH:3][C:2]=1[CH2:11][NH2:12].[CH3:13][O:14][C:15]1[CH:22]=[CH:21][CH:20]=[C:19]([O:23][CH3:24])[C:16]=1[CH:17]=O. (8) Given the product [CH3:1][O:2][C:3]([C:5]1[CH:6]=[C:7]2[C:12](=[CH:13][CH:14]=1)[N:11]=[N:10][CH:9]=[CH:8]2)=[O:4], predict the reactants needed to synthesize it. The reactants are: [CH3:1][O:2][C:3]([C:5]1[CH:6]=[C:7]2[C:12](=[CH:13][CH:14]=1)[N:11]=[N:10][CH:9]=[C:8]2Cl)=[O:4].C([O-])=O.[Na+].C(N(CC)C(C)C)(C)C.O. (9) The reactants are: [CH3:1][O:2][C:3](=[O:13])[C:4]1[CH:9]=[CH:8][C:7]([CH2:10]Br)=[CH:6][C:5]=1[Br:12].[CH2:14]([C:18]1[O:19][C:20]2[CH:29]=[CH:28][CH:27]=[CH:26][C:21]=2[C:22]=1[CH:23]=[N:24][OH:25])[CH2:15][CH2:16][CH3:17].C(=O)([O-])[O-].[Cs+].[Cs+]. Given the product [CH3:1][O:2][C:3](=[O:13])[C:4]1[CH:9]=[CH:8][C:7]([CH2:10][O:25]/[N:24]=[CH:23]/[C:22]2[C:21]3[CH:26]=[CH:27][CH:28]=[CH:29][C:20]=3[O:19][C:18]=2[CH2:14][CH2:15][CH2:16][CH3:17])=[CH:6][C:5]=1[Br:12], predict the reactants needed to synthesize it. (10) Given the product [OH:61][C:57]([CH3:58])([CH3:56])[C:59]#[C:60][C:2]1[CH:3]=[CH:4][C:5]2[O:11][CH2:10][CH2:9][N:8]3[C:12]([CH2:18][N:19]4[CH2:23][CH2:22][C@@H:21]([OH:24])[CH2:20]4)=[C:13]([C:15]([NH2:17])=[O:16])[N:14]=[C:7]3[C:6]=2[CH:25]=1, predict the reactants needed to synthesize it. The reactants are: Br[C:2]1[CH:3]=[CH:4][C:5]2[O:11][CH2:10][CH2:9][N:8]3[C:12]([CH2:18][N:19]4[CH2:23][CH2:22][C@@H:21]([OH:24])[CH2:20]4)=[C:13]([C:15]([NH2:17])=[O:16])[N:14]=[C:7]3[C:6]=2[CH:25]=1.BrC1C=CC2OCCN3C(CN4CCCC4)=C(C(N)=O)N=C3C=2C=1.O[C@@H]1CCNC1.[CH3:56][C:57]([OH:61])([C:59]#[CH:60])[CH3:58].